From a dataset of Catalyst prediction with 721,799 reactions and 888 catalyst types from USPTO. Predict which catalyst facilitates the given reaction. (1) Reactant: [O:1]1[C@@H:6]([C:7](Cl)=[O:8])[CH2:5][O:4][C:3]2[CH:10]=[CH:11][CH:12]=[CH:13][C:2]1=2.[CH3:14][O:15][CH2:16][C:17]1[CH:22]=[CH:21][CH:20]=[CH:19][C:18]=1[N:23]1[CH2:28][CH2:27][NH:26][CH2:25][CH2:24]1.C(N(CC)CC)C. Product: [O:1]1[C@@H:6]([C:7]([N:26]2[CH2:25][CH2:24][N:23]([C:18]3[CH:19]=[CH:20][CH:21]=[CH:22][C:17]=3[CH2:16][O:15][CH3:14])[CH2:28][CH2:27]2)=[O:8])[CH2:5][O:4][C:3]2[CH:10]=[CH:11][CH:12]=[CH:13][C:2]1=2. The catalyst class is: 2. (2) Reactant: [CH3:1][O:2][C:3]([C:5]1[C:6]([OH:24])=[C:7]2[C:12](=[CH:13][N:14]=1)[N:11]([CH2:15][C:16]1[CH:21]=[CH:20][CH:19]=[CH:18][CH:17]=1)[C:10](=[O:22])[C:9](Br)=[CH:8]2)=[O:4].C([Sn](CCCC)(CCCC)[C:30]1[CH:35]=[N:34][CH:33]=[CH:32][N:31]=1)CCC.CCOC(C)=O.Cl. Product: [CH3:1][O:2][C:3]([C:5]1[C:6]([OH:24])=[C:7]2[C:12](=[CH:13][N:14]=1)[N:11]([CH2:15][C:16]1[CH:21]=[CH:20][CH:19]=[CH:18][CH:17]=1)[C:10](=[O:22])[C:9]([C:30]1[CH:35]=[N:34][CH:33]=[CH:32][N:31]=1)=[CH:8]2)=[O:4]. The catalyst class is: 510.